Dataset: Full USPTO retrosynthesis dataset with 1.9M reactions from patents (1976-2016). Task: Predict the reactants needed to synthesize the given product. (1) Given the product [Cl:35][C:36]1[CH:42]=[CH:41][CH:40]=[C:39]([F:43])[C:37]=1[NH:38][C:2]1[N:12]=[C:11]([NH:13][C:14]2[CH:19]=[CH:18][C:17]([N:20]3[CH2:25][CH2:24][N:23]([C:26]([O:28][C:29]([CH3:32])([CH3:31])[CH3:30])=[O:27])[CH2:22][CH2:21]3)=[CH:16][C:15]=2[O:33][CH3:34])[C:5]2[C:6](=[O:10])[NH:7][N:8]=[CH:9][C:4]=2[CH:3]=1, predict the reactants needed to synthesize it. The reactants are: Cl[C:2]1[N:12]=[C:11]([NH:13][C:14]2[CH:19]=[CH:18][C:17]([N:20]3[CH2:25][CH2:24][N:23]([C:26]([O:28][C:29]([CH3:32])([CH3:31])[CH3:30])=[O:27])[CH2:22][CH2:21]3)=[CH:16][C:15]=2[O:33][CH3:34])[C:5]2[C:6](=[O:10])[NH:7][N:8]=[CH:9][C:4]=2[CH:3]=1.[Cl:35][C:36]1[CH:42]=[CH:41][CH:40]=[C:39]([F:43])[C:37]=1[NH2:38].C1(P(C2CCCCC2)C2C=CC=CC=2C2C(C(C)C)=CC(C(C)C)=CC=2C(C)C)CCCCC1.CC(C)([O-])C.[K+]. (2) Given the product [CH3:16][N:14]([CH3:15])[CH2:13][CH2:12][CH2:11][O:10][C:7]1[CH:6]=[CH:5][C:4]([C:3]([OH:17])=[O:2])=[CH:9][CH:8]=1, predict the reactants needed to synthesize it. The reactants are: C[O:2][C:3](=[O:17])[C:4]1[CH:9]=[CH:8][C:7]([O:10][CH2:11][CH2:12][CH2:13][N:14]([CH3:16])[CH3:15])=[CH:6][CH:5]=1.O.[OH-].[Li+].C(O)(=O)C. (3) Given the product [CH3:1][C:2]([CH3:19])([CH3:18])[CH2:3][CH2:4][C:5]1[CH:13]=[CH:12][C:8]([C:9]([N:22]([O:23][CH3:24])[CH3:21])=[O:10])=[CH:7][C:6]=1[C:14]([F:17])([F:16])[F:15], predict the reactants needed to synthesize it. The reactants are: [CH3:1][C:2]([CH3:19])([CH3:18])[CH2:3][CH2:4][C:5]1[CH:13]=[CH:12][C:8]([C:9](O)=[O:10])=[CH:7][C:6]=1[C:14]([F:17])([F:16])[F:15].Cl.[CH3:21][NH:22][O:23][CH3:24].C1C=C2N=NN(O)C2=CC=1.O.C(=O)([O-])O.[Na+].CCN=C=NCCCN(C)C.Cl. (4) Given the product [CH2:9]([O:11][C:12]1[CH:18]=[CH:17][C:15]([NH:16][C:6]([C:3]2[CH:4]=[CH:5][NH:1][CH:2]=2)=[O:8])=[C:14]([N+:19]([O-:21])=[O:20])[CH:13]=1)[CH3:10], predict the reactants needed to synthesize it. The reactants are: [NH:1]1[CH:5]=[CH:4][C:3]([C:6]([OH:8])=O)=[CH:2]1.[CH2:9]([O:11][C:12]1[CH:18]=[CH:17][C:15]([NH2:16])=[C:14]([N+:19]([O-:21])=[O:20])[CH:13]=1)[CH3:10]. (5) Given the product [O:1]1[CH:6]=[CH:5][CH2:4][CH2:3][CH:2]1[NH2:7].[O:1]1[CH2:6][CH2:5][CH2:4][CH2:3][CH:2]1[NH2:7], predict the reactants needed to synthesize it. The reactants are: [O:1]1[CH:6]=[CH:5][CH2:4][CH2:3][CH:2]1[NH2:7].[H][H]. (6) The reactants are: [CH:1]1[C:6]([OH:7])=[CH:5][CH:4]=[C:3]([CH3:8])[CH:2]=1.[OH-].[Na+].[CH:11](O)([OH:16])[C:12]([F:15])([F:14])[F:13]. Given the product [F:13][C:12]([F:15])([F:14])[CH:11]([C:1]1[CH:2]=[C:3]([CH3:8])[CH:4]=[CH:5][C:6]=1[OH:7])[OH:16], predict the reactants needed to synthesize it. (7) Given the product [Cl:14][C:15]1[CH:29]=[C:28]([O:30][CH2:31][CH:32]=[C:33]([Cl:35])[Cl:34])[CH:27]=[C:26]([Cl:36])[C:16]=1[O:17][CH2:18][CH2:19][CH2:20][O:13][C:10]1[CH:11]=[CH:12][C:7]([C:4]2[S:5][CH:6]=[C:2]([CH3:1])[N:3]=2)=[CH:8][CH:9]=1, predict the reactants needed to synthesize it. The reactants are: [CH3:1][C:2]1[N:3]=[C:4]([C:7]2[CH:12]=[CH:11][C:10]([OH:13])=[CH:9][CH:8]=2)[S:5][CH:6]=1.[Cl:14][C:15]1[CH:29]=[C:28]([O:30][CH2:31][CH:32]=[C:33]([Cl:35])[Cl:34])[CH:27]=[C:26]([Cl:36])[C:16]=1[O:17][CH2:18][CH2:19][CH2:20]OS(C)(=O)=O.C(=O)([O-])[O-].[K+].[K+]. (8) Given the product [CH:22]1([C:25]([NH:1][C:2]2[O:3][C:4]3[CH:10]=[C:9]([O:11][C:12]4[CH:13]=[C:14]([CH:19]=[CH:20][CH:21]=4)[C:15]([O:17][CH3:18])=[O:16])[CH:8]=[CH:7][C:5]=3[N:6]=2)=[O:26])[CH2:24][CH2:23]1, predict the reactants needed to synthesize it. The reactants are: [NH2:1][C:2]1[O:3][C:4]2[CH:10]=[C:9]([O:11][C:12]3[CH:13]=[C:14]([CH:19]=[CH:20][CH:21]=3)[C:15]([O:17][CH3:18])=[O:16])[CH:8]=[CH:7][C:5]=2[N:6]=1.[CH:22]1([C:25](Cl)=[O:26])[CH2:24][CH2:23]1. (9) Given the product [Cl-:43].[N:11]1([C:15]2[CH:16]=[C:17]([F:42])[C:18]3[C:27]([CH:28]=2)=[S+:26][C:25]2[C:20](=[CH:21][CH:22]=[C:23]([N:29]4[CH2:30][CH2:31][O:32][CH2:33][CH2:34]4)[CH:24]=2)[N:19]=3)[CH2:12][CH2:13][CH2:14][NH:8][CH2:9][CH2:10]1, predict the reactants needed to synthesize it. The reactants are: C([N:8]1[CH2:14][CH2:13][CH2:12][N:11]([C:15]2[CH:16]=[C:17]([F:42])[C:18]3[N:19](C(OC(C)(C)C)=O)[C:20]4[C:25]([S:26][C:27]=3[CH:28]=2)=[CH:24][C:23]([N:29]2[CH2:34][CH2:33][O:32][CH2:31][CH2:30]2)=[CH:22][CH:21]=4)[CH2:10][CH2:9]1)(OC(C)(C)C)=O.[Cl:43]CCl. (10) Given the product [NH2:14][CH2:15][C:16]1[C:21]([C:22]2[CH:27]=[CH:26][C:25]([CH3:28])=[CH:24][CH:23]=2)=[C:20]([CH2:29][C:30]#[N:31])[C:19]([CH3:32])=[N:18][C:17]=1[CH2:33][CH:34]([CH3:35])[CH3:36], predict the reactants needed to synthesize it. The reactants are: FC(F)(F)C(O)=O.C(OC(=O)[NH:14][CH2:15][C:16]1[C:17]([CH2:33][CH:34]([CH3:36])[CH3:35])=[N:18][C:19]([CH3:32])=[C:20]([CH2:29][C:30]#[N:31])[C:21]=1[C:22]1[CH:27]=[CH:26][C:25]([CH3:28])=[CH:24][CH:23]=1)(C)(C)C.C(=O)([O-])O.[Na+].